This data is from Peptide-MHC class II binding affinity with 134,281 pairs from IEDB. The task is: Regression. Given a peptide amino acid sequence and an MHC pseudo amino acid sequence, predict their binding affinity value. This is MHC class II binding data. (1) The peptide sequence is NYELSKKAVIFTPIY. The MHC is DRB1_0101 with pseudo-sequence DRB1_0101. The binding affinity (normalized) is 0.393. (2) The peptide sequence is SGARSNVTFTVNQTS. The MHC is HLA-DQA10201-DQB10402 with pseudo-sequence HLA-DQA10201-DQB10402. The binding affinity (normalized) is 0.542.